This data is from Full USPTO retrosynthesis dataset with 1.9M reactions from patents (1976-2016). The task is: Predict the reactants needed to synthesize the given product. Given the product [OH:1][C:2]1[CH:14]=[CH:13][C:5]([C:6]([C:7]([O:9][CH2:10][CH3:11])=[O:8])=[O:12])=[CH:4][CH:3]=1, predict the reactants needed to synthesize it. The reactants are: [OH:1][C:2]1[CH:14]=[CH:13][C:5]([CH:6]([OH:12])[C:7]([O:9][CH2:10][CH3:11])=[O:8])=[CH:4][CH:3]=1.C(OCC)(=O)C.